Dataset: Catalyst prediction with 721,799 reactions and 888 catalyst types from USPTO. Task: Predict which catalyst facilitates the given reaction. (1) Reactant: [CH3:1][N:2]1[CH2:9][C@H:8]2[N:10]([C:11]([O:13][C:14]([CH3:17])([CH3:16])[CH3:15])=[O:12])[C@H:4]([CH2:5][C:6](=[O:18])[CH2:7]2)[CH2:3]1.[F:19][C:20]([F:40])([F:39])[S:21](N(C1C=CC(Cl)=CN=1)[S:21]([C:20]([F:40])([F:39])[F:19])(=[O:23])=[O:22])(=[O:23])=[O:22]. Product: [CH3:1][N:2]1[CH2:3][C@H:4]2[N:10]([C:11]([O:13][C:14]([CH3:15])([CH3:17])[CH3:16])=[O:12])[C@H:8]([CH2:7][C:6]([O:18][S:21]([C:20]([F:40])([F:39])[F:19])(=[O:23])=[O:22])=[CH:5]2)[CH2:9]1. The catalyst class is: 7. (2) Reactant: F[C:2]1[CH:3]=[N:4][CH:5]=[CH:6][C:7]=1[C:8]1[CH:17]=[CH:16][C:11]([C:12]([O:14]C)=[O:13])=[CH:10][C:9]=1[C:18](=[O:21])[NH:19][CH3:20].C([O-])([O-])=O.[Cs+].[Cs+]. Product: [CH3:20][N:19]1[C:6]2[C:7](=[CH:2][CH:3]=[N:4][CH:5]=2)[C:8]2[CH:17]=[CH:16][C:11]([C:12]([OH:14])=[O:13])=[CH:10][C:9]=2[C:18]1=[O:21]. The catalyst class is: 248.